Dataset: hERG Central: cardiac toxicity at 1µM, 10µM, and general inhibition. Task: Predict hERG channel inhibition at various concentrations. (1) The drug is Fc1ccc(C(CCNCc2cccs2)c2ccco2)cc1. Results: hERG_inhib (hERG inhibition (general)): blocker. (2) Results: hERG_inhib (hERG inhibition (general)): blocker. The molecule is CCN1CCn2c3c(c4cc(C)ccc42)CCCC31. (3) The drug is CC(CN1C(C)CCCC1C)OC(=O)c1ccc(Cl)cc1Cl. Results: hERG_inhib (hERG inhibition (general)): blocker. (4) Results: hERG_inhib (hERG inhibition (general)): blocker. The drug is O=C(COC(=O)CNC(=O)c1sc2ccccc2c1Cl)Nc1cc(Cl)cc(Cl)c1. (5) The compound is CN(C)C1(CNC(=O)c2ccc(NS(=O)(=O)c3ccc(Cl)c(Cl)c3)cc2)CCCCC1. Results: hERG_inhib (hERG inhibition (general)): blocker. (6) The drug is OC(COCc1ccc(Cl)cc1)CN1CCN(CC(O)COCc2ccc(Cl)cc2)CC1. Results: hERG_inhib (hERG inhibition (general)): blocker. (7) The compound is CCC1CSC(Nc2ccc(C(=O)/C=C/c3ccc(OC)c(OC)c3)cc2)=N1. Results: hERG_inhib (hERG inhibition (general)): blocker.